From a dataset of NCI-60 drug combinations with 297,098 pairs across 59 cell lines. Regression. Given two drug SMILES strings and cell line genomic features, predict the synergy score measuring deviation from expected non-interaction effect. Drug 2: CS(=O)(=O)OCCCCOS(=O)(=O)C. Drug 1: CC12CCC3C(C1CCC2=O)CC(=C)C4=CC(=O)C=CC34C. Cell line: MALME-3M. Synergy scores: CSS=28.3, Synergy_ZIP=2.34, Synergy_Bliss=2.54, Synergy_Loewe=-15.8, Synergy_HSA=0.655.